This data is from Full USPTO retrosynthesis dataset with 1.9M reactions from patents (1976-2016). The task is: Predict the reactants needed to synthesize the given product. (1) The reactants are: [CH2:1]([N:8]1[C:13](=[O:14])[C:12]([N+]([O-])=O)=[C:11](/[CH:18]=[CH:19]/[N:20](C)C)[N:10]=[C:9]1/[N:23]=[CH:24]/[N:25]([CH3:27])[CH3:26])[C:2]1[CH:7]=[CH:6][CH:5]=[CH:4][CH:3]=1.[O-]S(S([O-])=O)=O.[Na+].[Na+]. Given the product [CH2:1]([N:8]1[C:13](=[O:14])[C:12]2[NH:20][CH:19]=[CH:18][C:11]=2[N:10]=[C:9]1/[N:23]=[CH:24]/[N:25]([CH3:26])[CH3:27])[C:2]1[CH:3]=[CH:4][CH:5]=[CH:6][CH:7]=1, predict the reactants needed to synthesize it. (2) Given the product [Br:17][C:8]1[CH:7]=[CH:6][C:5]([O:9][CH2:10][C:11]2[CH:16]=[CH:15][CH:14]=[CH:13][CH:12]=2)=[CH:4][C:3]=1[CH2:1][CH3:2], predict the reactants needed to synthesize it. The reactants are: [CH2:1]([C:3]1[CH:8]=[CH:7][CH:6]=[C:5]([O:9][CH2:10][C:11]2[CH:16]=[CH:15][CH:14]=[CH:13][CH:12]=2)[CH:4]=1)[CH3:2].[Br:17]N1C(=O)CCC1=O.S(=O)(=O)(O)O.C(=O)(O)[O-].[Na+].OS([O-])=O.[Na+]. (3) Given the product [C:8]([C:5]1[CH:6]=[CH:7][C:2]([NH2:12])=[N:3][CH:4]=1)([CH3:10])=[CH2:9], predict the reactants needed to synthesize it. The reactants are: F[C:2]1[CH:7]=[CH:6][C:5]([C:8]([CH3:10])=[CH2:9])=[CH:4][N:3]=1.[OH-].[NH4+:12]. (4) Given the product [C:17]([NH:9][C:7]([CH:4]1[CH2:5][CH2:6][NH:1][CH2:2][CH2:3]1)=[O:8])(=[O:20])[CH:18]=[CH2:19], predict the reactants needed to synthesize it. The reactants are: [NH:1]1[CH2:6][CH2:5][CH:4]([C:7]([NH2:9])=[O:8])[CH2:3][CH2:2]1.C(N(CC)CC)C.[C:17](O)(=[O:20])[CH:18]=[CH2:19].